From a dataset of Forward reaction prediction with 1.9M reactions from USPTO patents (1976-2016). Predict the product of the given reaction. (1) The product is: [CH3:1][S:2]([O:23][CH2:22][CH2:21][CH2:20][C:17]1[CH:16]=[CH:15][C:14]([Cl:13])=[CH:19][CH:18]=1)(=[O:4])=[O:3]. Given the reactants [CH3:1][S:2](Cl)(=[O:4])=[O:3].C(N(CC)CC)C.[Cl:13][C:14]1[CH:19]=[CH:18][C:17]([CH2:20][CH2:21][CH2:22][OH:23])=[CH:16][CH:15]=1, predict the reaction product. (2) Given the reactants C(N(CC)CC)C.Br[C:9]1[CH:10]=[N:11][CH:12]=[CH:13][C:14]=1[CH3:15].CN([CH:19]=[O:20])C.[CH3:21][OH:22], predict the reaction product. The product is: [CH3:21][O:22][C:19](=[O:20])[C:9]1[C:14]([CH3:15])=[CH:13][CH:12]=[N:11][CH:10]=1.